This data is from Full USPTO retrosynthesis dataset with 1.9M reactions from patents (1976-2016). The task is: Predict the reactants needed to synthesize the given product. (1) Given the product [CH2:14]([O:13][C:12]1[CH:11]([OH:21])[N:10]=[C:9]([CH2:22][C:23]2[CH:28]=[CH:27][CH:26]=[CH:25][C:24]=2[C:29]2[CH:34]=[CH:33][CH:32]=[CH:31][C:30]=2[Cl:35])[N:8]2[CH2:2][CH2:3][N:4]([CH:36]([CH3:37])[CH3:38])[C:5](=[O:6])[C:7]=12)[C:40]1[CH:45]=[CH:44][CH:43]=[CH:42][CH:41]=1, predict the reactants needed to synthesize it. The reactants are: O[CH2:2][CH2:3][N:4]([CH:36]([CH3:38])[CH3:37])[C:5]([C:7]1[C:12]([O:13][CH2:14]C2C=CC=CC=2)=[C:11]([OH:21])[N:10]=[C:9]([CH2:22][C:23]2[CH:28]=[CH:27][CH:26]=[CH:25][C:24]=2[C:29]2[CH:34]=[CH:33][CH:32]=[CH:31][C:30]=2[Cl:35])[N:8]=1)=[O:6].C(OC1C(=O)N=C(C[C:40]2[CH:45]=[CH:44][CH:43]=[CH:42][C:41]=2[C:40]2[CH:45]=[CH:44][CH:43]=[CH:42][CH:41]=2)N2CCN(C)C(=O)C=12)[C:40]1[CH:45]=[CH:44][CH:43]=[CH:42][CH:41]=1. (2) Given the product [Br:1][C:2]1[CH:3]=[C:4]([CH:17]=[CH:18][CH:19]=1)[NH:5][C:6]1[C:7]2[CH:15]=[C:14]([N:20]([CH3:25])[CH3:21])[N:13]=[CH:12][C:8]=2[N:9]=[CH:10][N:11]=1, predict the reactants needed to synthesize it. The reactants are: [Br:1][C:2]1[CH:3]=[C:4]([CH:17]=[CH:18][CH:19]=1)[NH:5][C:6]1[C:7]2[CH:15]=[C:14](F)[N:13]=[CH:12][C:8]=2[N:9]=[CH:10][N:11]=1.[NH:20]1[CH2:25]CCC[CH2:21]1. (3) Given the product [N+:14]([C:11]1[CH:12]=[CH:13][C:8]([C:21]2[CH:22]=[C:23]([O:27][CH3:28])[C:24]([O:25][CH3:26])=[C:19]([O:18][CH3:17])[CH:20]=2)=[N:9][CH:10]=1)([O-:16])=[O:15], predict the reactants needed to synthesize it. The reactants are: C(=O)([O-])[O-].[Na+].[Na+].Br[C:8]1[CH:13]=[CH:12][C:11]([N+:14]([O-:16])=[O:15])=[CH:10][N:9]=1.[CH3:17][O:18][C:19]1[CH:20]=[C:21](B(O)O)[CH:22]=[C:23]([O:27][CH3:28])[C:24]=1[O:25][CH3:26]. (4) Given the product [Br:1][C:2]1[CH:3]=[C:4]2[C:9](=[CH:10][CH:11]=1)[CH2:8][C:7](=[N:14][OH:15])[CH2:6][CH2:5]2, predict the reactants needed to synthesize it. The reactants are: [Br:1][C:2]1[CH:3]=[C:4]2[C:9](=[CH:10][CH:11]=1)[CH2:8][C:7](=O)[CH2:6][CH2:5]2.Cl.[NH2:14][OH:15].CC([O-])=O.[Na+]. (5) The reactants are: [NH2:1][C:2]1[CH:22]=[CH:21][C:5]([O:6][C:7]2[CH:8]=[C:9]([CH:18]=[CH:19][CH:20]=2)[CH2:10][NH:11][C:12](=[O:17])[C:13]([CH3:16])([CH3:15])[CH3:14])=[C:4]([Cl:23])[CH:3]=1.C([O:32][CH2:33][CH2:34][N:35]1[C:43]2[C:42](Cl)=[N:41][CH:40]=[N:39][C:38]=2[CH:37]=[CH:36]1)(=O)C1C=CC=CC=1.C(O)(C)C.[OH-].[Na+]. Given the product [Cl:23][C:4]1[CH:3]=[C:2]([NH:1][C:42]2[C:43]3[N:35]([CH2:34][CH2:33][OH:32])[CH:36]=[CH:37][C:38]=3[N:39]=[CH:40][N:41]=2)[CH:22]=[CH:21][C:5]=1[O:6][C:7]1[CH:8]=[C:9]([CH:18]=[CH:19][CH:20]=1)[CH2:10][NH:11][C:12](=[O:17])[C:13]([CH3:16])([CH3:15])[CH3:14], predict the reactants needed to synthesize it.